Task: Regression. Given two drug SMILES strings and cell line genomic features, predict the synergy score measuring deviation from expected non-interaction effect.. Dataset: NCI-60 drug combinations with 297,098 pairs across 59 cell lines (1) Drug 1: C1CCC(C1)C(CC#N)N2C=C(C=N2)C3=C4C=CNC4=NC=N3. Drug 2: C1=C(C(=O)NC(=O)N1)N(CCCl)CCCl. Cell line: SNB-75. Synergy scores: CSS=14.6, Synergy_ZIP=5.08, Synergy_Bliss=5.00, Synergy_Loewe=-6.56, Synergy_HSA=1.86. (2) Drug 1: CC1CC2CCC3C(=C)CC(O3)CCC45CC6C(O4)C7C(O6)C(O5)C8C(O7)CCC(O8)CC(=O)CC9C(CC(C1=C)O2)OC(C9OC)CC(CN)O.CS(=O)(=O)O. Drug 2: CC1C(C(CC(O1)OC2CC(CC3=C2C(=C4C(=C3O)C(=O)C5=CC=CC=C5C4=O)O)(C(=O)C)O)N)O. Cell line: KM12. Synergy scores: CSS=38.1, Synergy_ZIP=-4.71, Synergy_Bliss=-7.07, Synergy_Loewe=-2.68, Synergy_HSA=-1.69. (3) Drug 1: CC1=CC2C(CCC3(C2CCC3(C(=O)C)OC(=O)C)C)C4(C1=CC(=O)CC4)C. Drug 2: CCN(CC)CCCC(C)NC1=C2C=C(C=CC2=NC3=C1C=CC(=C3)Cl)OC. Cell line: T-47D. Synergy scores: CSS=7.45, Synergy_ZIP=-0.172, Synergy_Bliss=-7.19, Synergy_Loewe=-5.11, Synergy_HSA=-5.06. (4) Drug 1: C1=CC(=CC=C1C#N)C(C2=CC=C(C=C2)C#N)N3C=NC=N3. Drug 2: CCC1(CC2CC(C3=C(CCN(C2)C1)C4=CC=CC=C4N3)(C5=C(C=C6C(=C5)C78CCN9C7C(C=CC9)(C(C(C8N6C=O)(C(=O)OC)O)OC(=O)C)CC)OC)C(=O)OC)O.OS(=O)(=O)O. Cell line: SF-268. Synergy scores: CSS=9.75, Synergy_ZIP=-7.32, Synergy_Bliss=-10.3, Synergy_Loewe=-51.4, Synergy_HSA=-16.5. (5) Drug 1: CC1=C2C(C(=O)C3(C(CC4C(C3C(C(C2(C)C)(CC1OC(=O)C(C(C5=CC=CC=C5)NC(=O)C6=CC=CC=C6)O)O)OC(=O)C7=CC=CC=C7)(CO4)OC(=O)C)O)C)OC(=O)C. Drug 2: CC12CCC3C(C1CCC2O)C(CC4=C3C=CC(=C4)O)CCCCCCCCCS(=O)CCCC(C(F)(F)F)(F)F. Cell line: ACHN. Synergy scores: CSS=-0.247, Synergy_ZIP=6.67, Synergy_Bliss=0.00538, Synergy_Loewe=0.866, Synergy_HSA=-3.04. (6) Drug 1: C1=CC(=C2C(=C1NCCNCCO)C(=O)C3=C(C=CC(=C3C2=O)O)O)NCCNCCO. Drug 2: CCC1(C2=C(COC1=O)C(=O)N3CC4=CC5=C(C=CC(=C5CN(C)C)O)N=C4C3=C2)O.Cl. Cell line: MDA-MB-231. Synergy scores: CSS=37.7, Synergy_ZIP=-7.44, Synergy_Bliss=-8.76, Synergy_Loewe=-6.64, Synergy_HSA=-3.98. (7) Drug 1: CC(C)(C#N)C1=CC(=CC(=C1)CN2C=NC=N2)C(C)(C)C#N. Drug 2: CCC1(C2=C(COC1=O)C(=O)N3CC4=CC5=C(C=CC(=C5CN(C)C)O)N=C4C3=C2)O.Cl. Cell line: RPMI-8226. Synergy scores: CSS=16.1, Synergy_ZIP=-1.35, Synergy_Bliss=1.53, Synergy_Loewe=-8.89, Synergy_HSA=-2.44.